This data is from Full USPTO retrosynthesis dataset with 1.9M reactions from patents (1976-2016). The task is: Predict the reactants needed to synthesize the given product. (1) Given the product [ClH:3].[CH3:20][O:9][C:8](=[O:10])[C@@H:7]([NH2:6])[CH2:11][C:12]1[CH:17]=[CH:16][C:15]([OH:18])=[C:14]([Cl:19])[CH:13]=1, predict the reactants needed to synthesize it. The reactants are: S(Cl)([Cl:3])=O.Cl.[NH2:6][C@@H:7]([CH2:11][C:12]1[CH:17]=[CH:16][C:15]([OH:18])=[C:14]([Cl:19])[CH:13]=1)[C:8]([OH:10])=[O:9].[CH3:20]O. (2) Given the product [CH2:8]([N:10]([CH2:19][CH3:20])[C:11]1[CH:18]=[CH:17][C:14]([CH:15]([NH:7][C:1](=[O:6])[C:2]([CH3:5])([CH3:4])[CH3:3])[NH:7][C:1](=[O:6])[C:2]([CH3:5])([CH3:4])[CH3:3])=[CH:13][CH:12]=1)[CH3:9], predict the reactants needed to synthesize it. The reactants are: [C:1]([NH2:7])(=[O:6])[C:2]([CH3:5])([CH3:4])[CH3:3].[CH2:8]([N:10]([CH2:19][CH3:20])[C:11]1[CH:18]=[CH:17][C:14]([CH:15]=O)=[CH:13][CH:12]=1)[CH3:9]. (3) Given the product [CH2:38]([N:44]([CH3:60])[C:45]([C@@H:47]1[CH2:51][C@@H:50]([OH:52])[CH2:49][N:48]1[C:53]([O:55][C:56]([CH3:58])([CH3:57])[CH3:59])=[O:54])=[O:46])[CH2:7][CH2:6][CH2:5][CH2:11][CH:10]=[CH:8][CH3:9], predict the reactants needed to synthesize it. The reactants are: S([C:5]1[CH:11]=[CH:10][C:8]([CH3:9])=[CH:7][CH:6]=1)(O)(=O)=O.CNCCCCC=CCC.C(N1C[C@@H](O)C[C@H]1C(O)=O)(OC(C)(C)C)=O.[CH2:38]([N:44]([CH3:60])[C:45]([C@@H:47]1[CH2:51][C@@H:50]([OH:52])[CH2:49][N:48]1[C:53]([O:55][C:56]([CH3:59])([CH3:58])[CH3:57])=[O:54])=[O:46])CCCC=C. (4) The reactants are: CS[C:3]1[S:4]/[C:5](=[CH:9]\[C:10]2[CH:11]=[C:12]3[C:17](=[CH:18][CH:19]=2)[N:16]=[CH:15][CH:14]=[CH:13]3)/[C:6](=[O:8])[N:7]=1.[CH3:20][NH2:21]. Given the product [CH3:20][NH:21][C:3]1[S:4]/[C:5](=[CH:9]\[C:10]2[CH:11]=[C:12]3[C:17](=[CH:18][CH:19]=2)[N:16]=[CH:15][CH:14]=[CH:13]3)/[C:6](=[O:8])[N:7]=1, predict the reactants needed to synthesize it. (5) The reactants are: B([O-])[O-].IC1C2C(=NC=NC=2N)N([C@H]2CC[C@@H](N3CCN(C)CC3)CC2)N=1.[NH2:28][C:29]1[N:34]=[CH:33][N:32]=[C:31]2[N:35]([CH:55]3[CH2:60][CH2:59][CH:58]([N:61]4[CH2:66][CH2:65][N:64]([CH3:67])[CH2:63][CH2:62]4)[CH2:57][CH2:56]3)[N:36]=[C:37]([C:38]3[CH:43]=[CH:42][C:41]([NH:44][C:45]4[S:46][C:47]5C=C(Cl)[CH:51]=[CH:50][C:48]=5[N:49]=4)=[CH:40][CH:39]=3)[C:30]=12. Given the product [NH2:28][C:29]1[N:34]=[CH:33][N:32]=[C:31]2[N:35]([C@H:55]3[CH2:60][CH2:59][C@@H:58]([N:61]4[CH2:66][CH2:65][N:64]([CH3:67])[CH2:63][CH2:62]4)[CH2:57][CH2:56]3)[N:36]=[C:37]([C:38]3[CH:39]=[CH:40][C:41]([NH:44][C:45]4[S:46][CH:47]=[C:48]([CH2:50][CH3:51])[N:49]=4)=[CH:42][CH:43]=3)[C:30]=12, predict the reactants needed to synthesize it. (6) Given the product [C:25]1([CH2:31][C:32]([N:44]2[CH2:49][CH2:48][CH:47]([CH2:50][N:51]3[C:59]4[C:54](=[CH:55][C:56]([C:60]5[CH:61]=[N:62][N:63]([CH:65]6[CH2:70][CH2:69][CH2:68][CH2:67][O:66]6)[CH:64]=5)=[CH:57][CH:58]=4)[CH:53]=[CH:52]3)[CH2:46][CH2:45]2)=[O:34])[CH:26]=[CH:27][CH:28]=[CH:29][CH:30]=1, predict the reactants needed to synthesize it. The reactants are: CN(C(ON1N=NC2C=CC=NC1=2)=[N+](C)C)C.F[P-](F)(F)(F)(F)F.[C:25]1([CH2:31][C:32]([OH:34])=O)[CH:30]=[CH:29][CH:28]=[CH:27][CH:26]=1.CCN(C(C)C)C(C)C.[NH:44]1[CH2:49][CH2:48][CH:47]([CH2:50][N:51]2[C:59]3[C:54](=[CH:55][C:56]([C:60]4[CH:61]=[N:62][N:63]([CH:65]5[CH2:70][CH2:69][CH2:68][CH2:67][O:66]5)[CH:64]=4)=[CH:57][CH:58]=3)[CH:53]=[CH:52]2)[CH2:46][CH2:45]1. (7) Given the product [Br:1][C:2]1[CH:7]=[CH:6][C:5]([NH:8][C:31]([C:20]2[N:21]([CH2:23][O:24][CH2:25][CH2:26][Si:27]([CH3:30])([CH3:29])[CH3:28])[CH:22]=[C:18]([C:16]#[N:17])[N:19]=2)=[O:32])=[C:4]([C:9]2[CH2:14][CH2:13][CH2:12][CH2:11][CH:10]=2)[CH:3]=1, predict the reactants needed to synthesize it. The reactants are: [Br:1][C:2]1[CH:7]=[CH:6][C:5]([NH2:8])=[C:4]([C:9]2[CH2:14][CH2:13][CH2:12][CH2:11][CH:10]=2)[CH:3]=1.[K+].[C:16]([C:18]1[N:19]=[C:20]([C:31]([O-])=[O:32])[N:21]([CH2:23][O:24][CH2:25][CH2:26][Si:27]([CH3:30])([CH3:29])[CH3:28])[CH:22]=1)#[N:17].C1CN([P+](Br)(N2CCCC2)N2CCCC2)CC1.F[P-](F)(F)(F)(F)F.C(N(CC)C(C)C)(C)C.